Task: Predict the reactants needed to synthesize the given product.. Dataset: Full USPTO retrosynthesis dataset with 1.9M reactions from patents (1976-2016) (1) Given the product [NH:14]([C:12]1[CH2:13][C:7]([C:5]([N:4]([CH2:39][CH2:40][CH3:41])[CH2:1][CH2:2][CH3:3])=[O:6])=[CH:8][C:9]2[CH:25]=[CH:24][C:23]([C:26]3[CH:27]=[CH:28][C:29]([C:32]([N:34]4[CH2:38][CH2:37][CH2:36][CH2:35]4)=[O:33])=[CH:30][CH:31]=3)=[CH:22][C:10]=2[N:11]=1)[NH2:42], predict the reactants needed to synthesize it. The reactants are: [CH2:1]([N:4]([CH2:39][CH2:40][CH3:41])[C:5]([C:7]1=[CH:8][C:9]2[CH:25]=[CH:24][C:23]([C:26]3[CH:31]=[CH:30][C:29]([C:32]([N:34]4[CH2:38][CH2:37][CH2:36][CH2:35]4)=[O:33])=[CH:28][CH:27]=3)=[CH:22][C:10]=2[N:11]=[C:12]([NH:14]C(=O)OC(C)(C)C)[CH2:13]1)=[O:6])[CH2:2][CH3:3].[NH2:42]N. (2) Given the product [CH2:1]([O:3][C:4]([C:5]1[CH:6]=[CH:7][NH:8][N:15]=1)=[O:12])[CH3:2], predict the reactants needed to synthesize it. The reactants are: [CH2:1]([O:3][C:4](=[O:12])[C:5](=O)[CH:6]=[CH:7][N:8](C)C)[CH3:2].Cl.Cl.[NH2:15]N. (3) Given the product [O:1]1[CH:5]=[CH:4][CH:3]=[C:2]1[C:6]1[CH:11]=[CH:10][CH:9]=[CH:8][C:7]=1[CH2:12][NH:13][C:14]([C:16]1[CH:47]=[CH:46][C:19]([CH2:20][NH:21][C:22]([N:24]2[C:33]3[C:28](=[CH:29][CH:30]=[CH:31][C:32]=3[F:34])[N:27]([CH2:35][CH2:36][OH:37])[C:26](=[O:45])[CH2:25]2)=[O:23])=[C:18]([CH3:48])[CH:17]=1)=[O:15], predict the reactants needed to synthesize it. The reactants are: [O:1]1[CH:5]=[CH:4][CH:3]=[C:2]1[C:6]1[CH:11]=[CH:10][CH:9]=[CH:8][C:7]=1[CH2:12][NH:13][C:14]([C:16]1[CH:47]=[CH:46][C:19]([CH2:20][NH:21][C:22]([N:24]2[C:33]3[C:28](=[CH:29][CH:30]=[CH:31][C:32]=3[F:34])[N:27]([CH2:35][CH2:36][O:37][Si](C(C)(C)C)(C)C)[C:26](=[O:45])[CH2:25]2)=[O:23])=[C:18]([CH3:48])[CH:17]=1)=[O:15].[F-].C([N+](CCCC)(CCCC)CCCC)CCC. (4) The reactants are: [NH2:1][C:2]1[CH:3]=[C:4]([C:13]([O:15][CH3:16])=[O:14])[CH:5]=[C:6]2[C:10]=1[NH:9][CH:8]=[C:7]2[CH2:11][CH3:12].N1C=CC=CC=1.[Cl:23][CH2:24][S:25](Cl)(=[O:27])=[O:26]. Given the product [Cl:23][CH2:24][S:25]([NH:1][C:2]1[CH:3]=[C:4]([C:13]([O:15][CH3:16])=[O:14])[CH:5]=[C:6]2[C:10]=1[NH:9][CH:8]=[C:7]2[CH2:11][CH3:12])(=[O:27])=[O:26], predict the reactants needed to synthesize it. (5) Given the product [CH2:1]1[C:9]2[C:4](=[CH:5][CH:6]=[CH:7][CH:8]=2)[CH2:3][CH:2]1[NH:10][C:11]1[N:12]=[CH:13][C:14]2[CH2:20][N:19]([C:21]([C:23]3[CH:27]=[CH:26][N:25]([CH2:41][C:40]#[CH:39])[CH:24]=3)=[O:22])[CH2:18][CH2:17][C:15]=2[N:16]=1, predict the reactants needed to synthesize it. The reactants are: [CH2:1]1[C:9]2[C:4](=[CH:5][CH:6]=[CH:7][CH:8]=2)[CH2:3][CH:2]1[NH:10][C:11]1[N:12]=[CH:13][C:14]2[CH2:20][N:19]([C:21]([C:23]3[CH:27]=[CH:26][NH:25][CH:24]=3)=[O:22])[CH2:18][CH2:17][C:15]=2[N:16]=1.C[Si]([N-][Si](C)(C)C)(C)C.[Na+].Br[CH2:39][C:40]#[C:41][Si](C)(C)C.